This data is from Catalyst prediction with 721,799 reactions and 888 catalyst types from USPTO. The task is: Predict which catalyst facilitates the given reaction. (1) The catalyst class is: 344. Product: [ClH:15].[C:12]([C:5]1[CH:4]=[CH:3][C:2]([OH:1])=[C:11]2[C:6]=1[CH:7]=[CH:8][CH:9]=[N:10]2)(=[O:14])[CH3:13]. Reactant: [OH:1][C:2]1[CH:3]=[CH:4][CH:5]=[C:6]2[C:11]=1[N:10]=[CH:9][CH:8]=[CH:7]2.[C:12]([Cl:15])(=[O:14])[CH3:13].[Cl-].[Al+3].[Cl-].[Cl-]. (2) Reactant: [CH:1]([NH2:3])=[S:2].C(OC([N:11]([C:16]1[CH:21]=[CH:20][CH:19]=[CH:18][CH:17]=1)[CH2:12][C:13]([OH:15])=[O:14])=O)(C)(C)C.[BrH:22]. Product: [BrH:22].[CH:1]([NH2:3])=[S:2].[C:16]1([NH:11][CH2:12][C:13]([OH:15])=[O:14])[CH:21]=[CH:20][CH:19]=[CH:18][CH:17]=1. The catalyst class is: 15.